Task: Predict the product of the given reaction.. Dataset: Forward reaction prediction with 1.9M reactions from USPTO patents (1976-2016) (1) The product is: [CH3:1][C:2]1[CH:7]=[C:6]([C:8]([F:11])([F:10])[F:9])[N:5]=[C:4]([NH:12][C:13]2[S:14][CH:15]=[C:16]([C:18]([OH:20])=[O:19])[N:17]=2)[N:3]=1. Given the reactants [CH3:1][C:2]1[CH:7]=[C:6]([C:8]([F:11])([F:10])[F:9])[N:5]=[C:4]([NH:12][C:13]2[S:14][CH:15]=[C:16]([C:18]([O:20]CC)=[O:19])[N:17]=2)[N:3]=1.[Li+].[OH-].Cl, predict the reaction product. (2) Given the reactants Cl.Cl.Cl.[Br:4][C:5]1[CH:6]=[C:7]2[C:11](=[CH:12][CH:13]=1)[C@@H:10]([N:14]1[CH2:19][CH2:18][N:17]([C:20]3([CH3:26])[CH2:25][CH2:24][NH:23][CH2:22][CH2:21]3)[CH2:16][C@@H:15]1[CH3:27])[C@H:9]([O:28][CH2:29][CH3:30])[CH2:8]2.[CH3:31][C:32]1[C:37]([C:38](O)=[O:39])=[C:36]([CH3:41])[N:35]=[CH:34][N:33]=1.Cl.CN(C)CCCN=C=NCC.ON1C2C=CC=CC=2N=N1.C(N(CC)CC)C, predict the reaction product. The product is: [Br:4][C:5]1[CH:6]=[C:7]2[C:11](=[CH:12][CH:13]=1)[C@H:10]([N:14]1[CH2:19][CH2:18][N:17]([C:20]3([CH3:26])[CH2:21][CH2:22][N:23]([C:38]([C:37]4[C:32]([CH3:31])=[N:33][CH:34]=[N:35][C:36]=4[CH3:41])=[O:39])[CH2:24][CH2:25]3)[CH2:16][C@@H:15]1[CH3:27])[C@H:9]([O:28][CH2:29][CH3:30])[CH2:8]2. (3) Given the reactants [NH2:1][CH:2]1[CH2:11][C:10]2[C:9]([CH2:12][N:13]3[C:17]4[CH:18]=[C:19]([F:31])[C:20]([S:22]([NH:25][C:26]5[S:30][N:29]=[CH:28][N:27]=5)(=[O:24])=[O:23])=[CH:21][C:16]=4[O:15][C:14]3=[O:32])=[CH:8][CH:7]=[CH:6][C:5]=2[CH2:4][CH2:3]1.CN1C(=O)CCC1.CCN(C(C)C)C(C)C.Cl[C:50]([O:52][CH3:53])=[O:51], predict the reaction product. The product is: [S:30]1[C:26]([NH:25][S:22]([C:20]2[C:19]([F:31])=[CH:18][C:17]3[N:13]([CH2:12][C:9]4[CH:8]=[CH:7][CH:6]=[C:5]5[C:10]=4[CH2:11][CH:2]([NH:1][C:50](=[O:51])[O:52][CH3:53])[CH2:3][CH2:4]5)[C:14](=[O:32])[O:15][C:16]=3[CH:21]=2)(=[O:24])=[O:23])=[N:27][CH:28]=[N:29]1. (4) Given the reactants C(OC([N:8]1[CH2:12][CH2:11][C@H:10]([C@H:13]([CH:15]2[CH2:17][CH2:16]2)[OH:14])[CH2:9]1)=O)(C)(C)C.C1C=NC2C3N=CC=CC=3C=CC=2C=1.I[C:33]1[C:42]2[C:37](=[CH:38][CH:39]=[CH:40][CH:41]=2)[CH:36]=[CH:35][CH:34]=1.C1(C)C=CC=CC=1.C(=O)([O-])[O-].[Cs+].[Cs+].Cl.CCO, predict the reaction product. The product is: [CH:15]1([C@H:13]([O:14][C:41]2[C:42]3[C:37](=[CH:36][CH:35]=[CH:34][CH:33]=3)[CH:38]=[CH:39][CH:40]=2)[C@H:10]2[CH2:11][CH2:12][NH:8][CH2:9]2)[CH2:16][CH2:17]1. (5) Given the reactants [C:1]([O:7]C)(=O)[CH2:2][C:3]([CH3:5])=[O:4].[CH:9]([C:12]1[CH:18]=[CH:17][C:15]([NH2:16])=[CH:14][CH:13]=1)([CH3:11])[CH3:10], predict the reaction product. The product is: [CH3:10][CH:9]([C:12]1[CH:18]=[CH:17][C:15]([NH:16][C:1](=[O:7])[CH2:2][C:3](=[O:4])[CH3:5])=[CH:14][CH:13]=1)[CH3:11].